Dataset: Reaction yield outcomes from USPTO patents with 853,638 reactions. Task: Predict the reaction yield, written as a fraction of the theoretical maximum amount of product (1.0 means a 100% yield; for example, 0.34 means a 34% yield). (1) The reactants are [Cl:1][C:2]1[C:7]([C:8]2[C:9](=[O:23])[N:10]([CH:20]([CH3:22])[CH3:21])[C:11]3[C:16]([CH:17]=2)=[CH:15][N:14]=[C:13]([NH:18][CH3:19])[CH:12]=3)=[CH:6][C:5]([NH:24][C:25]([NH:27][C:28]2[CH:33]=[CH:32][CH:31]=[C:30]([F:34])[CH:29]=2)=[O:26])=[C:4]([F:35])[CH:3]=1.Cl. The catalyst is CC#N. The product is [ClH:1].[Cl:1][C:2]1[C:7]([C:8]2[C:9](=[O:23])[N:10]([CH:20]([CH3:22])[CH3:21])[C:11]3[C:16]([CH:17]=2)=[CH:15][N:14]=[C:13]([NH:18][CH3:19])[CH:12]=3)=[CH:6][C:5]([NH:24][C:25]([NH:27][C:28]2[CH:33]=[CH:32][CH:31]=[C:30]([F:34])[CH:29]=2)=[O:26])=[C:4]([F:35])[CH:3]=1. The yield is 0.840. (2) The yield is 0.720. The reactants are [CH3:1][O:2][C:3]1[CH:4]=[CH:5][C:6]([N+:19]([O-:21])=[O:20])=[C:7]([S:9][C:10]2[CH:11]=[C:12]([CH:16]=[CH:17][CH:18]=2)[C:13]([NH2:15])=O)[CH:8]=1.B.[ClH:23].[OH-].[K+]. The product is [ClH:23].[CH3:1][O:2][C:3]1[CH:4]=[CH:5][C:6]([N+:19]([O-:21])=[O:20])=[C:7]([S:9][C:10]2[CH:11]=[C:12]([CH2:13][NH2:15])[CH:16]=[CH:17][CH:18]=2)[CH:8]=1. The catalyst is C1COCC1.